This data is from Forward reaction prediction with 1.9M reactions from USPTO patents (1976-2016). The task is: Predict the product of the given reaction. (1) Given the reactants [F:1][C:2]1[CH:12]=[CH:11][CH:10]=[CH:9][C:3]=1[CH:4]=[CH:5][C:6]([OH:8])=O.[NH2:13][C@H:14]([C:16]1[CH:17]=[C:18]([C:22]2[C:23]([NH2:28])=[N:24][O:25][C:26]=2[CH3:27])[CH:19]=[CH:20][CH:21]=1)[CH3:15], predict the reaction product. The product is: [NH2:28][C:23]1[C:22]([C:18]2[CH:17]=[C:16]([C@@H:14]([NH:13][C:6](=[O:8])[CH:5]=[CH:4][C:3]3[CH:9]=[CH:10][CH:11]=[CH:12][C:2]=3[F:1])[CH3:15])[CH:21]=[CH:20][CH:19]=2)=[C:26]([CH3:27])[O:25][N:24]=1. (2) Given the reactants C(N(CC)CC)C.Cl.[CH2:9]([O:16][C:17]1[CH:18]=[C:19]2[C:24](=[CH:25][CH:26]=1)[N:23]=[CH:22][C:21]([NH:27][C:28](=O)[CH2:29][O:30][CH2:31][CH3:32])=[C:20]2[NH:34][CH2:35][CH2:36][CH3:37])[C:10]1[CH:15]=[CH:14][CH:13]=[CH:12][CH:11]=1, predict the reaction product. The product is: [CH2:9]([O:16][C:17]1[CH:26]=[CH:25][C:24]2[N:23]=[CH:22][C:21]3[N:27]=[C:28]([CH2:29][O:30][CH2:31][CH3:32])[N:34]([CH2:35][CH2:36][CH3:37])[C:20]=3[C:19]=2[CH:18]=1)[C:10]1[CH:11]=[CH:12][CH:13]=[CH:14][CH:15]=1. (3) Given the reactants S(=O)(=O)(O)O.N[C:7]1[CH:15]=[C:14]([F:16])[C:13]([Br:17])=[CH:12][C:8]=1[C:9]([OH:11])=[O:10].Cl.[N+]([O-])([O-])=O.[Na+].[I-:24].[K+], predict the reaction product. The product is: [Br:17][C:13]1[C:14]([F:16])=[CH:15][C:7]([I:24])=[C:8]([CH:12]=1)[C:9]([OH:11])=[O:10]. (4) The product is: [CH3:1][O:2][C:3](=[O:15])[CH2:4][C:5]1[N:6]=[C:7]([O:13][CH3:14])[C:8]([F:12])=[C:9]([N:23]2[CH2:28][CH2:27][O:26][CH2:25][CH2:24]2)[N:10]=1. Given the reactants [CH3:1][O:2][C:3](=[O:15])[CH2:4][C:5]1[N:10]=[C:9](Cl)[C:8]([F:12])=[C:7]([O:13][CH3:14])[N:6]=1.O.C(OCC)(=O)C.[NH:23]1[CH2:28][CH2:27][O:26][CH2:25][CH2:24]1, predict the reaction product. (5) Given the reactants [NH2:1][C:2]1[N:7]=[C:6]([N:8]2[C:16]3[C:11](=[CH:12][CH:13]=[C:14](I)[CH:15]=3)[C:10]([C:18]([OH:20])=[O:19])=[N:9]2)[CH:5]=[C:4]([Cl:21])[N:3]=1.[N:22]1[CH:27]=[CH:26][CH:25]=[N:24][C:23]=1[C:28]([OH:32])([C:30]#[CH:31])[CH3:29], predict the reaction product. The product is: [NH2:1][C:2]1[N:7]=[C:6]([N:8]2[C:16]3[C:11](=[CH:12][CH:13]=[C:14]([C:31]#[C:30][C:28]([OH:32])([C:23]4[N:24]=[CH:25][CH:26]=[CH:27][N:22]=4)[CH3:29])[CH:15]=3)[C:10]([C:18]([OH:20])=[O:19])=[N:9]2)[CH:5]=[C:4]([Cl:21])[N:3]=1. (6) Given the reactants [N+:1]([C:4]1[CH:17]=[CH:16][C:7]2[C:8]([C:11]([O:13][CH2:14][CH3:15])=[O:12])=[N:9][O:10][C:6]=2[CH:5]=1)([O-])=O.[Cl-].[NH4+], predict the reaction product. The product is: [NH2:1][C:4]1[CH:17]=[CH:16][C:7]2[C:8]([C:11]([O:13][CH2:14][CH3:15])=[O:12])=[N:9][O:10][C:6]=2[CH:5]=1. (7) Given the reactants [CH2:1]([O:3][C:4](=[O:34])[CH2:5][CH2:6][NH:7][C:8](=[O:33])[C:9]1[CH:14]=[C:13]([C:15]([N:17]2[CH2:21][CH2:20][S:19][C:18]2=[S:22])=[O:16])[C:12]([O:23][CH3:24])=[C:11]([C:25]([N:27]2CCS[C:28]2=S)=[O:26])[CH:10]=1)[CH3:2].CN.C(O)(C)C.CO, predict the reaction product. The product is: [CH2:1]([O:3][C:4](=[O:34])[CH2:5][CH2:6][NH:7][C:8](=[O:33])[C:9]1[CH:14]=[C:13]([C:15]([N:17]2[CH2:21][CH2:20][S:19][C:18]2=[S:22])=[O:16])[C:12]([O:23][CH3:24])=[C:11]([C:25](=[O:26])[NH:27][CH3:28])[CH:10]=1)[CH3:2]. (8) Given the reactants [C:1]([NH:4][C:5]1[CH:10]=[CH:9][C:8]([S:11](Cl)(=[O:13])=[O:12])=[CH:7][CH:6]=1)(=[O:3])[CH3:2].[NH2:15][C:16]1[S:17][C:18]([CH2:21][OH:22])=[N:19][N:20]=1.Cl, predict the reaction product. The product is: [OH:22][CH2:21][C:18]1[S:17][C:16]([NH:15][S:11]([C:8]2[CH:9]=[CH:10][C:5]([NH:4][C:1](=[O:3])[CH3:2])=[CH:6][CH:7]=2)(=[O:13])=[O:12])=[N:20][N:19]=1. (9) Given the reactants [CH3:1][C:2]1[CH:7]=[CH:6][C:5](/[CH:8]=[CH:9]/[C:10]([O:12][CH2:13][CH3:14])=[O:11])=[C:4]([N+:15]([O-])=O)[CH:3]=1.[Cl-].[NH4+], predict the reaction product. The product is: [NH2:15][C:4]1[CH:3]=[C:2]([CH3:1])[CH:7]=[CH:6][C:5]=1/[CH:8]=[CH:9]/[C:10]([O:12][CH2:13][CH3:14])=[O:11]. (10) The product is: [CH2:1]([C:3]([C:21]1[CH:32]=[CH:31][C:24]([CH:25]=[O:26])=[C:23]([CH3:33])[CH:22]=1)([C:6]1[CH:11]=[CH:10][C:9]([O:12][CH2:13][CH:14]([OH:19])[C:15]([CH3:17])([CH3:18])[CH3:16])=[C:8]([CH3:20])[CH:7]=1)[CH2:4][CH3:5])[CH3:2]. Given the reactants [CH2:1]([C:3]([C:21]1[CH:32]=[CH:31][C:24]([C:25](N(OC)C)=[O:26])=[C:23]([CH3:33])[CH:22]=1)([C:6]1[CH:11]=[CH:10][C:9]([O:12][CH2:13][CH:14]([OH:19])[C:15]([CH3:18])([CH3:17])[CH3:16])=[C:8]([CH3:20])[CH:7]=1)[CH2:4][CH3:5])[CH3:2].C1COCC1.C1COCC1.[H-].[H-].[H-].[H-].[Li+].[Al+3], predict the reaction product.